Dataset: Experimentally validated miRNA-target interactions with 360,000+ pairs, plus equal number of negative samples. Task: Binary Classification. Given a miRNA mature sequence and a target amino acid sequence, predict their likelihood of interaction. (1) The miRNA is mmu-miR-743b-3p with sequence GAAAGACAUCAUGCUGAAUAGA. The protein sequence of the target gene is MPAYHSSLMDPDTKLIGNMALLPIRSQFKGPAPRETKDTDIVDEAIYYFKANVFFKNYEIKNEADRTLIYITLYISECLKKLQKCNSKSQGEKEMYTLGITNFPIPGEPGFPLNAIYAKPANKQEDEVMRAYLQQLRQETGLRLCEKVFDPQNDKPSKWWTCFVKRQFMNKSLSGPGQ. Result: 0 (no interaction). (2) Result: 1 (interaction). The protein sequence of the target gene is MCCEKWSRVAEMFLFIEEREDCKILCLCSRAFVEDRKLYNLGLKGYYIRDSGNNSGDQATEEEEGGYSCGTAESHDSKGIGLDESELDSEAELMRSMGLPLQFGRITAHKDFEVSMNTRNKVKIKKKKHQKKYLDEIVQESWRKEYEEDDILASDDPSSIEQYENTRTYELQSKKDTETENPPVENTLSPKLEITEKWEKYWNEYGGGLLWQSWQEKHPGQALSSEPWNFPDTKEEWEQHYSQLYWYYLEQFQYWEAQGWTFDASQSCDTDTYTSKTEADDKNDEKCMKVDLVSFPSSPI.... The miRNA is hsa-miR-6874-5p with sequence AUGGAGCUGGAACCAGAUCAGGC. (3) The miRNA is ath-miR160c-5p with sequence UGCCUGGCUCCCUGUAUGCCA. The protein sequence of the target gene is MGRRRAPELYRAPFPLYALQVDPSTGLLIAAGGGGAAKTGIKNGVHFLQLELINGRLSASLLHSHDTETRATMNLALAGDILAAGQDAHCQLLRFQAHQQQGNKAEKAGSKEQGPRQRKGAAPAEKKCGAETQHEGLELRVENLQAVQTDFSSDPLQKVVCFNHDNTLLATGGTDGYVRVWKVPSLEKVLEFKAHEGEIEDLALGPDGKLVTVGRDLKASVWQKDQLVTQLHWQENGPTFSSTPYRYQACRFGQVPDQPAGLRLFTVQIPHKRLRQPPPCYLTAWDGSNFLPLRTKSCGH.... Result: 0 (no interaction). (4) The miRNA is hsa-miR-4322 with sequence CUGUGGGCUCAGCGCGUGGGG. The protein sequence of the target gene is MSRPSSVSPRQPAPGGGGGGGPSPCGPGGGGRAKGLKDIRIDEEVKIAVNIALERFRYGDQREMEFPSSLTSTERAFIHRLSQSLGLVSKSKGKGANRYLTVKKKDGSETAHAMMTCNLTHNTKHAVRSLIQRFPVTNKERTELLPKTERGNVFAVEAENREMSKTSGRLNNGIPQIPVKRGESEFDSFRQSLPVFEKQEEIVKIIKENKVVLIVGETGSGKTTQIPQFLLDDCFKNGIPCRIFCTQPRRLAAIAVAERVAAERRERIGQTIGYQIRLESRVSPKTLLTFCTNGVLLRTL.... Result: 0 (no interaction). (5) Result: 0 (no interaction). The miRNA is hsa-miR-513a-5p with sequence UUCACAGGGAGGUGUCAU. The protein sequence of the target gene is MHLRIHPRRSPPRRPAWTLGIWSLFWGCIVSSVWSSSNVASSSSSSPGSHSQQEHHFHGSKHHSVPISIYRSPVSLRGGHAGATYIFGKSGGLILYTWPANDRPSTRSDRLAVGFSTTVKDGILVRIDSAPGLGDFLQLHIEQGKIGVVFNIGTVDISIKEERTPVNDGKYHVVRFTRNGGNATLQVDNWPVNEHYPTGNTDNERLQMVKQKIPFKYNRPVEEWLQEKGRQLTIFNTQAQIAIGGKDKGRLFQGQLSGLYYDGLKVLNMAAENNPNIKINGSVRLVGEVPSVSGTTQTTS.... (6) The miRNA is mmu-miR-425-5p with sequence AAUGACACGAUCACUCCCGUUGA. The protein sequence of the target gene is MGCWGRNRGRLLCMLLLTFMFMVLEVVVSRVTASLAMLSDSFHMLSDVLALVVALVAERFARRTHATQKNTFGWIRAEVMGALVNAIFLTGLCFAILLEAVERFIEPHEMQQPLVVLSVGVAGLLVNVLGLCLFHHHSGEGQGAGHGHSHGHGHGHLAKGARKAGRAGVEAGAPPGRAPDQEETNTLVANTSNSNGLKADQAEPEKLRSDDPVDVQVNGNLIQESDNLEAEDNRAGQLNMRGVFLHVLGDALGSVIVVVNALVFYFNWKGCTEDDFCTNPCFPDPCKSSVEIINSTQAPM.... Result: 1 (interaction). (7) The miRNA is hsa-miR-4284 with sequence GGGCUCACAUCACCCCAU. The protein sequence of the target gene is MRAGWTPRGFSAFHASLLPGRHPYLAHLGPRDRGARIGSRAYSQGCCSCLWLTYKGKKEGSTKGELGPAAVTDLEIPSYSRGFLPCTPRFPTTWCRGPGCFCGTAVIAGNLGDLARIVGPSHHASQLLLLQEQDSGNHPTMAESLSEISDSLDVLEAGDEGKKKCKFKALKSFFVKKKEKEAEDTQEEEMLELSLSSSNINISSLQPVRENQPTKARAKSSMGSKALSHDSIFMLGPEPERSASKMFPSMDPQRGRPQQRSHISRTLPKPRSKVPGVVSGAMSGAVLQNVPTSAVWVAGP.... Result: 1 (interaction). (8) The miRNA is hsa-miR-6742-3p with sequence ACCUGGGUUGUCCCCUCUAG. The protein sequence of the target gene is MLAVRKARRKLRMGTICSPNPSGTKTSSEVCNADWMASLPPHLHNLPLSNLAIPGSHDSFSYWVDEKSPVGPDQTQAIKRLARISLVKKLMKKWSVTQNLTFREQLEAGIRYFDLRVSSKPGDADQEIYFIHGLFGIKVWDGLMEIDSFLTQHPQEIIFLDFNHFYAMDETHHKCLVLRIQEAFGNKLCPACSVESLTLRTLWEKNCQVLIFYHCPFYKQYPFLWPGKKIPAPWANTTSVRKLILFLETTLSERASRGSFHVSQAILTPRVKTIARGLVGGLKNTLVHSNRWNSHGPSLL.... Result: 1 (interaction).